Task: Predict the product of the given reaction.. Dataset: Forward reaction prediction with 1.9M reactions from USPTO patents (1976-2016) Given the reactants [NH2:1][C:2]12[CH2:7][C:6]1([CH2:8][OH:9])[CH2:5][N:4]([C:10]1[C:15]([F:16])=[CH:14][N:13]=[C:12]([Cl:17])[N:11]=1)[CH2:3]2.[C:18]([C@@H:20]1[CH2:22][C@H:21]1[C:23](O)=[O:24])#[N:19].CCN(C(C)C)C(C)C, predict the reaction product. The product is: [Cl:17][C:12]1[N:11]=[C:10]([N:4]2[CH2:5][C:6]3([CH2:8][OH:9])[C:2]([NH:1][C:23]([CH:21]4[CH2:22][CH:20]4[C:18]#[N:19])=[O:24])([CH2:7]3)[CH2:3]2)[C:15]([F:16])=[CH:14][N:13]=1.